This data is from Forward reaction prediction with 1.9M reactions from USPTO patents (1976-2016). The task is: Predict the product of the given reaction. Given the reactants [NH2:1][C:2]1[CH:7]=[CH:6][C:5]([CH:8]2[CH2:12][CH2:11][N:10]([C:13]([O:15][C:16]([CH3:19])([CH3:18])[CH3:17])=[O:14])[CH2:9]2)=[CH:4][CH:3]=1.CN1CCOCC1.CN(C(ON1N=NC2C=CC=CC1=2)=[N+](C)C)C.[B-](F)(F)(F)F.[Cl:49][C:50]1[CH:51]=[CH:52][C:53]([C:56](O)=[O:57])=[N:54][CH:55]=1, predict the reaction product. The product is: [C:16]([O:15][C:13]([N:10]1[CH2:11][CH2:12][CH:8]([C:5]2[CH:4]=[CH:3][C:2]([NH:1][C:56]([C:53]3[CH:52]=[CH:51][C:50]([Cl:49])=[CH:55][N:54]=3)=[O:57])=[CH:7][CH:6]=2)[CH2:9]1)=[O:14])([CH3:19])([CH3:18])[CH3:17].